This data is from Reaction yield outcomes from USPTO patents with 853,638 reactions. The task is: Predict the reaction yield, written as a fraction of the theoretical maximum amount of product (1.0 means a 100% yield; for example, 0.34 means a 34% yield). (1) The reactants are Br[C:2]1[CH:3]=[CH:4][C:5]([CH:8]([CH3:10])[CH3:9])=[N:6][CH:7]=1.[CH2:11](C([Sn])=C(CCCC)CCCC)[CH2:12]CC. The catalyst is CN(C=O)C.C1COCC1.O.C1C=CC([P]([Pd]([P](C2C=CC=CC=2)(C2C=CC=CC=2)C2C=CC=CC=2)([P](C2C=CC=CC=2)(C2C=CC=CC=2)C2C=CC=CC=2)[P](C2C=CC=CC=2)(C2C=CC=CC=2)C2C=CC=CC=2)(C2C=CC=CC=2)C2C=CC=CC=2)=CC=1. The product is [CH:8]([C:5]1[CH:4]=[CH:3][C:2]([CH:11]=[CH2:12])=[CH:7][N:6]=1)([CH3:10])[CH3:9]. The yield is 0.900. (2) The product is [C:26]([O:29][CH2:9][CH2:8][CH:7]([C:11]([F:14])([F:13])[F:12])[CH2:6][CH:5]([C:15]([F:18])([F:17])[F:16])[CH2:4][C:3]([F:23])([C:19]([F:22])([F:21])[F:20])[C:2]([F:25])([F:24])[F:1])(=[O:28])[CH3:27]. The reactants are [F:1][C:2]([F:25])([F:24])[C:3]([F:23])([C:19]([F:22])([F:21])[F:20])[CH2:4][CH:5]([C:15]([F:18])([F:17])[F:16])[CH2:6][CH:7]([C:11]([F:14])([F:13])[F:12])[CH2:8][CH2:9]I.[C:26]([O-:29])(=[O:28])[CH3:27].[Na+].CN(C)C=O. The catalyst is O. The yield is 0.896. (3) The reactants are Cl[S:2]([OH:5])(=[O:4])=[O:3].[Cl:6][C:7]1[C:8]([CH3:14])=[C:9]([CH:11]=[CH:12][CH:13]=1)[NH2:10].[OH-].[Na+:16]. The catalyst is C(Cl)(Cl)Cl.O.CCO. The product is [CH3:14][C:8]1[C:7]([Cl:6])=[CH:13][CH:12]=[CH:11][C:9]=1[NH:10][S:2](=[O:4])(=[O:3])[O-:5].[Na+:16]. The yield is 0.840. (4) The reactants are C1(O)CCCCCCCCCCCCC1.[C:16]([O:19][CH:20]1[CH2:31][CH2:30][CH2:29][CH2:28][CH2:27][CH2:26][CH:25]([OH:32])[CH:24]=[CH:23][CH2:22][CH2:21]1)(=[O:18])[CH3:17].[H][H]. No catalyst specified. The product is [C:16]([O:19][CH:20]1[CH2:31][CH2:30][CH2:29][CH2:28][CH2:27][CH2:26][CH:25]([OH:32])[CH2:24][CH2:23][CH2:22][CH2:21]1)(=[O:18])[CH3:17]. The yield is 0.830. (5) The reactants are O[CH2:2][CH2:3][CH2:4][C:5]([CH2:10][C:11]1[CH:16]=[CH:15][C:14]([C:17]([F:20])([F:19])[F:18])=[CH:13][CH:12]=1)([C:8]#[N:9])[C:6]#[N:7].C(N(S(F)(F)[F:27])CC)C. The yield is 0.0500. The product is [F:27][CH2:2][CH2:3][CH2:4][C:5]([CH2:10][C:11]1[CH:16]=[CH:15][C:14]([C:17]([F:20])([F:19])[F:18])=[CH:13][CH:12]=1)([C:8]#[N:9])[C:6]#[N:7]. The catalyst is ClCCl. (6) The yield is 0.790. The reactants are [Cl:1][C:2]1[C:7]([F:8])=[CH:6][N:5]=[CH:4][C:3]=1[CH:9]=[N:10]O.C(C1NC=CN=1)(C1NC=CN=1)=O. The catalyst is ClCCl. The product is [Cl:1][C:2]1[C:3]([C:9]#[N:10])=[CH:4][N:5]=[CH:6][C:7]=1[F:8]. (7) The reactants are O=[C:2]1[CH2:7][CH2:6][CH:5]([CH2:8][C:9]([OH:11])=[O:10])[CH2:4][CH2:3]1.[N:12]1([C:18]([O:20][C:21]([CH3:24])([CH3:23])[CH3:22])=[O:19])[CH2:17][CH2:16][NH:15][CH2:14][CH2:13]1. The catalyst is CO.[Pd]. The product is [C:21]([O:20][C:18]([N:12]1[CH2:17][CH2:16][N:15]([CH:2]2[CH2:7][CH2:6][CH:5]([CH2:8][C:9]([OH:11])=[O:10])[CH2:4][CH2:3]2)[CH2:14][CH2:13]1)=[O:19])([CH3:24])([CH3:22])[CH3:23]. The yield is 0.990. (8) The yield is 0.990. The product is [ClH:59].[ClH:59].[ClH:59].[CH3:57][O:56][C:54](=[O:55])[NH:53][CH:49]([C:48]([N:42]1[CH:41]([C:38]2[NH:37][C:36]([C:31]3[CH:30]=[CH:29][C:28]4[C:33](=[CH:34][CH:35]=[C:26]([C:23]5[CH:24]=[CH:25][C:20]([C:17]6[NH:16][C:15]([CH:9]7[CH2:10][CH:11]([C:13]#[N:14])[CH2:12][NH:8]7)=[N:19][CH:18]=6)=[CH:21][CH:22]=5)[CH:27]=4)[CH:32]=3)=[CH:40][N:39]=2)[CH2:47][C:44]2([CH2:45][CH2:46]2)[CH2:43]1)=[O:58])[CH:50]([CH3:52])[CH3:51]. The reactants are C(OC([N:8]1[CH2:12][CH:11]([C:13]#[N:14])[CH2:10][CH:9]1[C:15]1[NH:16][C:17]([C:20]2[CH:25]=[CH:24][C:23]([C:26]3[CH:35]=[CH:34][C:33]4[C:28](=[CH:29][CH:30]=[C:31]([C:36]5[NH:37][C:38]([CH:41]6[CH2:47][C:44]7([CH2:46][CH2:45]7)[CH2:43][N:42]6[C:48](=[O:58])[CH:49]([NH:53][C:54]([O:56][CH3:57])=[O:55])[CH:50]([CH3:52])[CH3:51])=[N:39][CH:40]=5)[CH:32]=4)[CH:27]=3)=[CH:22][CH:21]=2)=[CH:18][N:19]=1)=O)(C)(C)C.[ClH:59]. The catalyst is C(Cl)Cl. (9) The reactants are C(OC(=O)COC1C=CC(Cl)=CC=1C#C[Si](C)(C)C)(C)(C)C.[C:23]([O:27][C:28](=[O:44])[CH2:29][O:30][C:31]1[C:32]([C:38]#[C:39][Si](C)(C)C)=[N:33][C:34]([CH3:37])=[CH:35][CH:36]=1)([CH3:26])([CH3:25])[CH3:24]. No catalyst specified. The product is [C:38]([C:32]1[C:31]([O:30][CH2:29][C:28]([O:27][C:23]([CH3:25])([CH3:24])[CH3:26])=[O:44])=[CH:36][CH:35]=[C:34]([CH3:37])[N:33]=1)#[CH:39]. The yield is 0.910.